This data is from Catalyst prediction with 721,799 reactions and 888 catalyst types from USPTO. The task is: Predict which catalyst facilitates the given reaction. (1) Reactant: CO[CH:3]1[CH2:7][CH2:6][CH:5](OC)[O:4]1.Cl.[CH2:11]([NH2:18])[C:12]1[CH:17]=[CH:16][CH:15]=[CH:14][CH:13]=1.O=[C:20]([CH2:25]C(O)=O)[CH2:21]C(O)=O.C([O-])(=O)C.[Na+].[OH-].[Na+]. Product: [CH2:11]([N:18]1[CH:6]2[CH2:5][CH2:25][CH:20]1[CH2:21][C:3](=[O:4])[CH2:7]2)[C:12]1[CH:17]=[CH:16][CH:15]=[CH:14][CH:13]=1. The catalyst class is: 33. (2) Reactant: [Cl:1][C:2]1[CH:7]=[CH:6][C:5]([CH2:8][CH2:9][N:10]([C:12]2[CH:17]=[CH:16][C:15]([CH3:18])=[CH:14][CH:13]=2)N)=[CH:4][N:3]=1.[N:19]12[CH2:27][CH2:26][CH:23]([CH2:24][CH2:25]1)[C:22](=O)[CH2:21][CH2:20]2.S(=O)(=O)(O)O.[OH-].[Na+]. Product: [Cl:1][C:2]1[N:3]=[CH:4][C:5]([CH2:8][CH2:9][N:10]2[C:12]3[CH:17]=[CH:16][C:15]([CH3:18])=[CH:14][C:13]=3[C:21]3[CH2:20][N:19]4[CH2:27][CH2:26][CH:23]([C:22]2=3)[CH2:24][CH2:25]4)=[CH:6][CH:7]=1. The catalyst class is: 12. (3) Reactant: [Br:1][C:2]1[N:3]=[C:4]2[C:10]([C:11]([OH:13])=O)=[CH:9][N:8]([CH2:14][O:15][CH2:16][CH2:17][Si:18]([CH3:21])([CH3:20])[CH3:19])[C:5]2=[N:6][CH:7]=1.C1C=CC2N(O)N=NC=2C=1.C(Cl)CCl.[CH3:36][C:37]([CH3:42])([CH3:41])[C@@H:38]([NH2:40])[CH3:39].C(N(CC)C(C)C)(C)C. Product: [CH3:39][C@H:38]([NH:40][C:11]([C:10]1[C:4]2[C:5](=[N:6][CH:7]=[C:2]([Br:1])[N:3]=2)[N:8]([CH2:14][O:15][CH2:16][CH2:17][Si:18]([CH3:21])([CH3:20])[CH3:19])[CH:9]=1)=[O:13])[C:37]([CH3:42])([CH3:41])[CH3:36]. The catalyst class is: 3. (4) Reactant: [NH2:1][CH2:2][C:3]1[C:12]2[C:7](=[CH:8][C:9]([O:15][CH3:16])=[C:10]([O:13][CH3:14])[CH:11]=2)[C:6]([C:17]([C:19]2[CH:24]=[C:23]([O:25][CH3:26])[CH:22]=[CH:21][C:20]=2[F:27])=[O:18])=[N:5][CH:4]=1.Cl.[F:29][C:30]([F:43])([F:42])[S:31](O[S:31]([C:30]([F:43])([F:42])[F:29])(=[O:33])=[O:32])(=[O:33])=[O:32].C(N(CC)C(C)C)(C)C. Product: [F:29][C:30]([F:43])([F:42])[S:31]([NH:1][CH2:2][C:3]1[C:12]2[C:7](=[CH:8][C:9]([O:15][CH3:16])=[C:10]([O:13][CH3:14])[CH:11]=2)[C:6]([C:17](=[O:18])[C:19]2[CH:24]=[C:23]([O:25][CH3:26])[CH:22]=[CH:21][C:20]=2[F:27])=[N:5][CH:4]=1)(=[O:33])=[O:32]. The catalyst class is: 2. (5) Reactant: [NH2:1][C:2]1[N:7]=[CH:6][C:5]([C:8]2[CH:9]=[C:10]([NH2:19])[C:11]([NH:14][C:15]([CH3:18])([CH3:17])[CH3:16])=[CH:12][CH:13]=2)=[CH:4][N:3]=1.[O:20]1[C:24]([C:25]2[CH:32]=[CH:31][CH:30]=[CH:29][C:26]=2[CH:27]=O)=[CH:23][CH:22]=[N:21]1.OOS([O-])=O.[K+].S([O-])([O-])(=O)=S.[Na+].[Na+]. Product: [C:15]([N:14]1[C:11]2[CH:12]=[CH:13][C:8]([C:5]3[CH:4]=[N:3][C:2]([NH2:1])=[N:7][CH:6]=3)=[CH:9][C:10]=2[N:19]=[C:27]1[C:26]1[CH:29]=[CH:30][CH:31]=[CH:32][C:25]=1[C:24]1[O:20][N:21]=[CH:22][CH:23]=1)([CH3:16])([CH3:18])[CH3:17]. The catalyst class is: 18. (6) Reactant: [NH2:1][C:2]1[CH:3]=[C:4]([N:8]2[C:12]3=[N:13][CH:14]=[N:15][C:16]([NH2:17])=[C:11]3[CH:10]=[N:9]2)[CH:5]=[CH:6][CH:7]=1.[CH3:18][O:19][CH2:20][CH2:21][C:22](O)=[O:23].Cl.CN(C)CCCN=C=NCC.ON1C2C=CC=CC=2N=N1. Product: [NH2:17][C:16]1[N:15]=[CH:14][N:13]=[C:12]2[N:8]([C:4]3[CH:3]=[C:2]([NH:1][C:22](=[O:23])[CH2:21][CH2:20][O:19][CH3:18])[CH:7]=[CH:6][CH:5]=3)[N:9]=[CH:10][C:11]=12. The catalyst class is: 121.